The task is: Predict the product of the given reaction.. This data is from Forward reaction prediction with 1.9M reactions from USPTO patents (1976-2016). Given the reactants CC1(C)CCCC(C)(C)N1.C([Li])CCC.[C:16]([O:20][C:21]([N:23]1[C:31]2[C:26](=[CH:27][CH:28]=[CH:29][C:30]=2[CH2:32][CH3:33])[CH:25]=[CH:24]1)=[O:22])([CH3:19])([CH3:18])[CH3:17].Cl[C:35]([O:37][CH2:38][CH3:39])=[O:36].[Cl-].[NH4+], predict the reaction product. The product is: [CH3:39][CH2:38][O:37][C:35]([C:24]1[N:23]([C:21]([O:20][C:16]([CH3:19])([CH3:18])[CH3:17])=[O:22])[C:31]2[C:26]([CH:25]=1)=[CH:27][CH:28]=[CH:29][C:30]=2[CH2:32][CH3:33])=[O:36].